This data is from Full USPTO retrosynthesis dataset with 1.9M reactions from patents (1976-2016). The task is: Predict the reactants needed to synthesize the given product. (1) Given the product [NH2:9][CH:8]([C:16]1[CH:17]=[CH:18][C:13]([Cl:12])=[CH:14][CH:15]=1)[C:7]1[CH:10]=[CH:11][C:4]([CH:2]([OH:1])[CH3:3])=[CH:5][CH:6]=1, predict the reactants needed to synthesize it. The reactants are: [OH:1][CH:2]([C:4]1[CH:11]=[CH:10][C:7]([C:8]#[N:9])=[CH:6][CH:5]=1)[CH3:3].[Cl:12][C:13]1[CH:18]=[CH:17][C:16]([Mg]Br)=[CH:15][CH:14]=1. (2) Given the product [CH:30]1([C:29]2[C:28]3[CH:27]=[CH:26][C:25]([C:36](=[O:38])[NH:44][S:41]([N:40]([CH3:45])[CH3:39])(=[O:43])=[O:42])=[CH:24][C:23]=3[N:20]3[C:19]=2[C:14]2=[C:13]4[C:18](=[CH:17][CH:16]=[CH:15]2)[C@H:9]([NH:8][C:6](=[O:7])[O:5][C:1]([CH3:3])([CH3:2])[CH3:4])[CH2:10][CH2:11][N:12]4[CH2:22][CH2:21]3)[CH2:35][CH2:34][CH2:33][CH2:32][CH2:31]1, predict the reactants needed to synthesize it. The reactants are: [C:1]([O:5][C:6]([NH:8][C@H:9]1[C:18]2[C:13]3=[C:14]([C:19]4[N:20]([C:23]5[CH:24]=[C:25]([C:36]([OH:38])=O)[CH:26]=[CH:27][C:28]=5[C:29]=4[CH:30]4[CH2:35][CH2:34][CH2:33][CH2:32][CH2:31]4)[CH2:21][CH2:22][N:12]3[CH2:11][CH2:10]1)[CH:15]=[CH:16][CH:17]=2)=[O:7])([CH3:4])([CH3:3])[CH3:2].[CH3:39][N:40]([CH3:45])[S:41]([NH2:44])(=[O:43])=[O:42].CN(C(ON1N=NC2C=CC=NC1=2)=[N+](C)C)C.F[P-](F)(F)(F)(F)F. (3) The reactants are: [NH2:1][C:2]1[CH:7]=[C:6]([S:8][C:9]([F:12])([F:11])[F:10])[CH:5]=[CH:4][C:3]=1[OH:13].[CH2:14]([S:16][C:17]1[C:18]([C:23](O)=[O:24])=[N:19][CH:20]=[CH:21][CH:22]=1)[CH3:15].CCN=C=NCCCN(C)C.Cl.C(Cl)(Cl)Cl. Given the product [CH2:14]([S:16][C:17]1[C:18]([C:23]([NH:1][C:2]2[CH:7]=[C:6]([S:8][C:9]([F:12])([F:10])[F:11])[CH:5]=[CH:4][C:3]=2[OH:13])=[O:24])=[N:19][CH:20]=[CH:21][CH:22]=1)[CH3:15], predict the reactants needed to synthesize it.